From a dataset of TCR-epitope binding with 47,182 pairs between 192 epitopes and 23,139 TCRs. Binary Classification. Given a T-cell receptor sequence (or CDR3 region) and an epitope sequence, predict whether binding occurs between them. The TCR CDR3 sequence is CASSPRSGIEQFF. Result: 0 (the TCR does not bind to the epitope). The epitope is ILKEPVHGV.